Dataset: Full USPTO retrosynthesis dataset with 1.9M reactions from patents (1976-2016). Task: Predict the reactants needed to synthesize the given product. (1) Given the product [NH2:8][C:9]1[N:13]([CH3:14])[C:12](=[O:15])[C:11]([C:24]2[CH:29]=[CH:28][CH:27]=[C:26]([Br:30])[CH:25]=2)([C:16]2[CH:21]=[CH:20][CH:19]=[C:18]([OH:22])[CH:17]=2)[N:10]=1, predict the reactants needed to synthesize it. The reactants are: FC(F)(F)C(O)=O.[NH2:8][C:9]1[N:13]([CH3:14])[C:12](=[O:15])[C:11]([C:24]2[CH:29]=[CH:28][CH:27]=[C:26]([Br:30])[CH:25]=2)([C:16]2[CH:21]=[CH:20][CH:19]=[C:18]([O:22]C)[CH:17]=2)[N:10]=1.B(Br)(Br)Br. (2) Given the product [CH2:18]([N:25]1[CH:34]=[C:33]([C:5]2[C:4]3[C:8](=[CH:9][CH:10]=[C:2]([F:1])[CH:3]=3)[N:7]([CH2:11][C:12]([OH:14])=[O:13])[C:6]=2[CH3:16])[C:32]2[CH2:31][CH2:30][CH2:29][CH2:28][C:27]=2[C:26]1=[O:44])[C:19]1[CH:20]=[CH:21][CH:22]=[CH:23][CH:24]=1, predict the reactants needed to synthesize it. The reactants are: [F:1][C:2]1[CH:3]=[C:4]2[C:8](=[CH:9][CH:10]=1)[N:7]([CH2:11][C:12]([O:14]C)=[O:13])[C:6]([CH3:16])=[C:5]2I.[CH2:18]([N:25]1[CH:34]=[C:33](B2OC(C)(C)C(C)(C)O2)[C:32]2[CH2:31][CH2:30][CH2:29][CH2:28][C:27]=2[C:26]1=[O:44])[C:19]1[CH:24]=[CH:23][CH:22]=[CH:21][CH:20]=1.O.[O-]P([O-])([O-])=O.[K+].[K+].[K+]. (3) Given the product [Cl:1][C:2]1[C:3]([O:12][C:13]2[CH:18]=[C:17]([O:19][CH:31]([CH2:32][O:33][CH2:34][CH3:35])[CH2:30][O:29][CH2:27][CH3:28])[CH:16]=[CH:15][C:14]=2/[CH:20]=[CH:21]/[C:22]([O:24][CH2:25][CH3:26])=[O:23])=[N:4][CH:5]=[C:6]([C:8]([F:9])([F:11])[F:10])[CH:7]=1, predict the reactants needed to synthesize it. The reactants are: [Cl:1][C:2]1[C:3]([O:12][C:13]2[CH:18]=[C:17]([OH:19])[CH:16]=[CH:15][C:14]=2/[CH:20]=[CH:21]/[C:22]([O:24][CH2:25][CH3:26])=[O:23])=[N:4][CH:5]=[C:6]([C:8]([F:11])([F:10])[F:9])[CH:7]=1.[CH2:27]([O:29][CH2:30][CH:31](O)[CH2:32][O:33][CH2:34][CH3:35])[CH3:28].C(P(CCCC)CCCC)CCC.N(C(N1CCCCC1)=O)=NC(N1CCCCC1)=O. (4) Given the product [NH2:26][C:10]([CH:9]([NH:8][C:6](=[O:7])[O:5][C:1]([CH3:4])([CH3:3])[CH3:2])[C:13]([CH3:16])([CH3:15])[CH3:14])=[O:11], predict the reactants needed to synthesize it. The reactants are: [C:1]([O:5][C:6]([NH:8][CH:9]([C:13]([CH3:16])([CH3:15])[CH3:14])[C:10](O)=[O:11])=[O:7])([CH3:4])([CH3:3])[CH3:2].ClC(OCC(C)C)=O.C[N:26]1CCOCC1.[OH-].[NH4+]. (5) Given the product [CH3:8][C@H:9]1[CH2:10][C@@H:11]([CH2:14][N:15]2[C:23]3[C:18](=[CH:19][C:20]([C:24]4[CH:25]=[N:26][N:27]([CH:29]5[CH2:34][CH2:33][CH2:32][CH2:31][O:30]5)[CH:28]=4)=[CH:21][CH:22]=3)[CH:17]=[N:16]2)[CH2:12][N:13]1[C:35](=[O:44])[CH2:36][CH2:37][C:38]1[CH:43]=[CH:42][CH:41]=[CH:40][CH:39]=1, predict the reactants needed to synthesize it. The reactants are: C(N(CC)CC)C.[CH3:8][C@H:9]1[NH:13][CH2:12][C@@H:11]([CH2:14][N:15]2[C:23]3[C:18](=[CH:19][C:20]([C:24]4[CH:25]=[N:26][N:27]([CH:29]5[CH2:34][CH2:33][CH2:32][CH2:31][O:30]5)[CH:28]=4)=[CH:21][CH:22]=3)[CH:17]=[N:16]2)[CH2:10]1.[C:35](Cl)(=[O:44])[CH2:36][CH2:37][C:38]1[CH:43]=[CH:42][CH:41]=[CH:40][CH:39]=1.C(=O)(O)[O-].[Na+]. (6) Given the product [CH2:2]([C@:3]12[CH2:11][C@H:7]([C:8](=[O:10])[O:9]1)[C@@H:6]([C:12]([N:14]1[CH2:19][CH2:18][N:17]([C:20]3[CH:21]=[CH:22][CH:23]=[CH:24][CH:25]=3)[CH2:16][CH2:15]1)=[O:13])[CH2:5][CH2:4]2)[C:27]1[CH:32]=[CH:31][CH:30]=[CH:29][CH:28]=1, predict the reactants needed to synthesize it. The reactants are: I[C@@H:2]([C:27]1[CH:32]=[CH:31][CH:30]=[CH:29][CH:28]=1)[C@:3]12[CH2:11][C@H:7]([C:8](=[O:10])[O:9]1)[C@@H:6]([C:12]([N:14]1[CH2:19][CH2:18][N:17]([C:20]3[CH:25]=[CH:24][C:23](I)=[CH:22][CH:21]=3)[CH2:16][CH2:15]1)=[O:13])[CH2:5][CH2:4]2.C(=O)([O-])[O-].[Ca+2]. (7) Given the product [CH3:1][C:2]1[S:6][C:5]([C:7]2[CH:12]=[CH:11][C:10]([C:13]([F:16])([F:15])[F:14])=[CH:9][CH:8]=2)=[N:4][C:3]=1[CH2:17][CH2:18][O:19][C:20]1[CH:21]=[CH:22][C:23]([C:24]2[O:25][C:36](=[O:42])[NH:27][N:26]=2)=[CH:28][CH:29]=1, predict the reactants needed to synthesize it. The reactants are: [CH3:1][C:2]1[S:6][C:5]([C:7]2[CH:12]=[CH:11][C:10]([C:13]([F:16])([F:15])[F:14])=[CH:9][CH:8]=2)=[N:4][C:3]=1[CH2:17][CH2:18][O:19][C:20]1[CH:29]=[CH:28][C:23]([C:24]([NH:26][NH2:27])=[O:25])=[CH:22][CH:21]=1.N1C=CC=CC=1.[C:36]1([O:42]C(Cl)=O)C=CC=CC=1.C1CCN2C(=NCCC2)CC1.